The task is: Predict the product of the given reaction.. This data is from Forward reaction prediction with 1.9M reactions from USPTO patents (1976-2016). (1) Given the reactants [CH:1]1([C:7]2[C:8]3[CH:9]=[CH:10][C:11]([C:28]([O:30]C)=[O:29])=[CH:12][C:13]=3[N:14]3[C:20]=2[C:19]2[CH:21]=[CH:22][CH:23]=[CH:24][C:18]=2[N:17]([CH3:25])[CH:16]([CH:26]=O)[CH2:15]3)[CH2:6][CH2:5][CH2:4][CH2:3][CH2:2]1.[CH3:32][NH:33][CH2:34][CH2:35][NH:36][CH3:37].[BH3-]C#N.[Na+].[OH-:42].[K+].[CH3:44][OH:45], predict the reaction product. The product is: [C:1]([O:42][C:44]([N:33]([CH3:32])[CH2:34][CH2:35][N:36]([CH2:26][CH:16]1[CH2:15][N:14]2[C:13]3[CH:12]=[C:11]([C:28]([OH:30])=[O:29])[CH:10]=[CH:9][C:8]=3[C:7]([CH:1]3[CH2:2][CH2:3][CH2:4][CH2:5][CH2:6]3)=[C:20]2[C:19]2[CH:21]=[CH:22][CH:23]=[CH:24][C:18]=2[N:17]1[CH3:25])[CH3:37])=[O:45])([CH3:7])([CH3:6])[CH3:2]. (2) Given the reactants C[Si](C)(C)CCOC[N:7](COCC[Si](C)(C)C)[C:8]1[N:13]2[N:14]=[CH:15][C:16]([C:17]3[CH:18]=[N:19][C:20]([C:23]4[CH:28]=[CH:27][CH:26]=[CH:25][CH:24]=4)=[CH:21][CH:22]=3)=[C:12]2[N:11]=[C:10]([O:29][CH:30]2[CH2:35][CH2:34][N:33](C(OC(C)(C)C)=O)[CH2:32][CH2:31]2)[C:9]=1[C:43]([O:45]CC)=[CH2:44].C(O)(C(F)(F)F)=O, predict the reaction product. The product is: [NH2:7][C:8]1[N:13]2[N:14]=[CH:15][C:16]([C:17]3[CH:18]=[N:19][C:20]([C:23]4[CH:24]=[CH:25][CH:26]=[CH:27][CH:28]=4)=[CH:21][CH:22]=3)=[C:12]2[N:11]=[C:10]([O:29][CH:30]2[CH2:31][CH2:32][NH:33][CH2:34][CH2:35]2)[C:9]=1[C:43](=[O:45])[CH3:44]. (3) The product is: [NH2:12][C:11]1[C:2]([CH3:1])=[C:3]([CH:8]=[C:9]([C:15]([F:16])([F:17])[F:18])[CH:10]=1)[C:4]([O:6][CH3:7])=[O:5]. Given the reactants [CH3:1][C:2]1[C:11]([N+:12]([O-])=O)=[CH:10][C:9]([C:15]([F:18])([F:17])[F:16])=[CH:8][C:3]=1[C:4]([O:6][CH3:7])=[O:5].C(O)C.[NH4+].[Cl-], predict the reaction product. (4) Given the reactants [CH2:8]1[CH:7]2[CH:6]3[CH:10]=[CH:9][CH:8]([CH:6]2[CH:10]=[CH:9]1)[CH2:7]3.[CH:11]([SiH:14]([Cl:16])[Cl:15])([CH3:13])[CH3:12].[CH3:17][CH2:18]CCCCCCCCCC, predict the reaction product. The product is: [CH:11]1([Si:14]([CH:6]2[CH2:7][CH2:8][CH2:9][CH2:10]2)([Cl:16])[Cl:15])[CH2:13][CH2:18][CH:17]=[CH:12]1. (5) Given the reactants [F:1][C:2]([F:28])([F:27])[C:3]1[CH:8]=[CH:7][C:6]([C:9]2[CH:14]=[CH:13][CH:12]=[CH:11][C:10]=2[C:15]([NH:17][C:18]2[CH:26]=[CH:25][C:21]([C:22](O)=[O:23])=[CH:20][CH:19]=2)=[O:16])=[CH:5][CH:4]=1.[CH:29]1[CH:30]=[CH:31][C:32]2[N:37](O)N=[N:35][C:33]=2[CH:34]=1.CCN=C=NCCCN(C)C.Cl.NCC1C=CC=CN=1, predict the reaction product. The product is: [N:35]1[CH:31]=[CH:30][CH:29]=[CH:34][C:33]=1[CH2:32][NH:37][C:22]([C:21]1[CH:25]=[CH:26][C:18]([NH:17][C:15]([C:10]2[C:9]([C:6]3[CH:7]=[CH:8][C:3]([C:2]([F:1])([F:27])[F:28])=[CH:4][CH:5]=3)=[CH:14][CH:13]=[CH:12][CH:11]=2)=[O:16])=[CH:19][CH:20]=1)=[O:23].